From a dataset of Full USPTO retrosynthesis dataset with 1.9M reactions from patents (1976-2016). Predict the reactants needed to synthesize the given product. (1) The reactants are: [CH3:1][O:2][C:3]1[CH:4]=[C:5]([NH:13][C:14]2[CH:19]=[N:18][CH:17]=[C:16](Cl)[N:15]=2)[CH:6]=[C:7]([O:11][CH3:12])[C:8]=1[O:9][CH3:10].[C:21]([O:25][C:26]([N:28]1[CH:32]=[CH:31][CH:30]=[C:29]1B(O)O)=[O:27])([CH3:24])([CH3:23])[CH3:22]. Given the product [CH3:1][O:2][C:3]1[CH:4]=[C:5]([NH:13][C:14]2[CH:19]=[N:18][CH:17]=[C:16]([C:29]3[N:28]([C:26]([O:25][C:21]([CH3:24])([CH3:23])[CH3:22])=[O:27])[CH:32]=[CH:31][CH:30]=3)[N:15]=2)[CH:6]=[C:7]([O:11][CH3:12])[C:8]=1[O:9][CH3:10], predict the reactants needed to synthesize it. (2) The reactants are: [CH3:1][O:2][C:3]1[CH:4]=[CH:5][C:6]2[S:10][C:9]([CH3:11])=[N:8][C:7]=2[CH:12]=1.Cl[C:14]1C=C[C:17]([N+:20]([O-:22])=[O:21])=[CH:16][C:15]=1[N+]([O-])=O.[OH-].[Na+]. Given the product [CH3:1][O:2][C:3]1[CH:4]=[CH:5][C:6]2[S:10][C:9]3[C:14](=[CH:15][CH:16]=[C:17]([N+:20]([O-:22])=[O:21])[CH:11]=3)[NH:8][C:7]=2[CH:12]=1, predict the reactants needed to synthesize it. (3) Given the product [N:1]1[CH:6]=[CH:5][C:4]([CH:7]([CH3:14])[CH2:8][C:9]([NH2:15])=[O:10])=[CH:3][CH:2]=1, predict the reactants needed to synthesize it. The reactants are: [N:1]1[CH:6]=[CH:5][C:4]([CH:7]([CH3:14])[CH2:8][C:9](OCC)=[O:10])=[CH:3][CH:2]=1.[NH3:15]. (4) Given the product [C:1]([O:5][C:6]([N:8]1[CH2:13][CH2:12][CH2:11][CH:10]([CH2:14][NH:15][C:16]2[CH:21]=[CH:20][CH:19]=[CH:18][C:17]=2[F:22])[CH2:9]1)=[O:7])([CH3:4])([CH3:2])[CH3:3], predict the reactants needed to synthesize it. The reactants are: [C:1]([O:5][C:6]([N:8]1[CH2:13][CH2:12][CH2:11][CH:10]([C:14](=O)[NH:15][C:16]2[CH:21]=[CH:20][CH:19]=[CH:18][C:17]=2[F:22])[CH2:9]1)=[O:7])([CH3:4])([CH3:3])[CH3:2].B.C1COCC1. (5) Given the product [CH3:28][O:27][CH2:26][CH2:25][N:21]1[CH2:22][CH2:23][CH2:24][CH:20]1[C:16]1[C:17]2[C:12](=[CH:11][C:10]([S:7]([NH:6][C:29]3[S:30][CH:31]=[CH:32][N:33]=3)(=[O:8])=[O:9])=[CH:19][CH:18]=2)[CH:13]=[CH:14][N:15]=1, predict the reactants needed to synthesize it. The reactants are: COC1C=C(OC)C=CC=1C[N:6]([C:29]1[S:30][CH:31]=[CH:32][N:33]=1)[S:7]([C:10]1[CH:11]=[C:12]2[C:17](=[CH:18][CH:19]=1)[C:16]([CH:20]1[CH2:24][CH2:23][CH2:22][N:21]1[CH2:25][CH2:26][O:27][CH3:28])=[N:15][CH:14]=[CH:13]2)(=[O:9])=[O:8].C(O)(C(F)(F)F)=O. (6) Given the product [Br:17][C:5]1[CH:4]=[C:3]([C:12]([O:14][CH2:15][CH3:16])=[O:13])[C:2](=[O:1])[N:11]2[C:6]=1[CH:7]=[CH:8][CH:9]=[CH:10]2, predict the reactants needed to synthesize it. The reactants are: [O:1]=[C:2]1[N:11]2[C:6]([CH:7]=[CH:8][CH:9]=[CH:10]2)=[CH:5][CH:4]=[C:3]1[C:12]([O:14][CH2:15][CH3:16])=[O:13].[Br:17]Br.C(OCC)(=O)C. (7) The reactants are: O=[O+][O-].C[O:5][C:6](=O)[CH2:7][C:8]1([CH2:21][CH:22]=C)[CH2:13][CH2:12][N:11]([C:14]([O:16][C:17]([CH3:20])([CH3:19])[CH3:18])=[O:15])[CH2:10][CH2:9]1.CSC.[CH2:28]([NH2:30])[CH3:29].C(O[BH-](OC(=O)C)OC(=O)C)(=O)C.[Na+]. Given the product [CH2:28]([N:30]1[CH2:22][CH2:21][C:8]2([CH2:13][CH2:12][N:11]([C:14]([O:16][C:17]([CH3:18])([CH3:19])[CH3:20])=[O:15])[CH2:10][CH2:9]2)[CH2:7][C:6]1=[O:5])[CH3:29], predict the reactants needed to synthesize it.